Dataset: Reaction yield outcomes from USPTO patents with 853,638 reactions. Task: Predict the reaction yield, written as a fraction of the theoretical maximum amount of product (1.0 means a 100% yield; for example, 0.34 means a 34% yield). (1) The reactants are Cl[C:2]1[C:3]2[C@H:10]([CH3:11])[CH2:9][CH2:8][C:4]=2[N:5]=[CH:6][N:7]=1.[Cl:12][C:13]1[CH:38]=[CH:37][C:16]([CH2:17][N:18]([CH2:27][CH2:28][NH:29][C:30](=[O:36])[O:31][C:32]([CH3:35])([CH3:34])[CH3:33])[C:19]([N:21]2[CH2:26][CH2:25][NH:24][CH2:23][CH2:22]2)=[O:20])=[CH:15][CH:14]=1.CCN(C(C)C)C(C)C. The catalyst is C(#N)C.O. The product is [Cl:12][C:13]1[CH:14]=[CH:15][C:16]([CH2:17][N:18]([CH2:27][CH2:28][NH:29][C:30](=[O:36])[O:31][C:32]([CH3:33])([CH3:34])[CH3:35])[C:19]([N:21]2[CH2:22][CH2:23][N:24]([C:2]3[C:3]4[C@H:10]([CH3:11])[CH2:9][CH2:8][C:4]=4[N:5]=[CH:6][N:7]=3)[CH2:25][CH2:26]2)=[O:20])=[CH:37][CH:38]=1. The yield is 0.300. (2) The reactants are [NH2:1][C:2]1[N:6]([C:7]2[CH:8]=[C:9]([N:13]([CH3:19])[CH2:14][CH2:15][N:16]([CH3:18])[CH3:17])[CH:10]=[CH:11][CH:12]=2)[N:5]=[C:4]([C:20]([CH3:23])([CH3:22])[CH3:21])[CH:3]=1.N1C=CC=CC=1.Cl[C:31]([O:33][C:34]1[CH:39]=[CH:38][CH:37]=[CH:36][CH:35]=1)=[O:32]. The catalyst is C(Cl)Cl.O. The product is [C:34]1([O:33][C:31](=[O:32])[NH:1][C:2]2[N:6]([C:7]3[CH:12]=[CH:11][CH:10]=[C:9]([N:13]([CH2:14][CH2:15][N:16]([CH3:18])[CH3:17])[CH3:19])[CH:8]=3)[N:5]=[C:4]([C:20]([CH3:23])([CH3:22])[CH3:21])[CH:3]=2)[CH:39]=[CH:38][CH:37]=[CH:36][CH:35]=1. The yield is 0.430. (3) The reactants are Cl[C:2]1[CH:7]=[C:6]([N:8]2[CH2:13][CH2:12][O:11][CH2:10][CH2:9]2)[N:5]=[C:4]([CH2:14][CH2:15][CH2:16][C:17]2[CH:22]=[CH:21][C:20]([O:23][CH3:24])=[C:19]([O:25][CH3:26])[CH:18]=2)[N:3]=1.[NH2:27][NH2:28]. No catalyst specified. The product is [CH3:26][O:25][C:19]1[CH:18]=[C:17]([CH2:16][CH2:15][CH2:14][C:4]2[N:3]=[C:2]([NH:27][NH2:28])[CH:7]=[C:6]([N:8]3[CH2:13][CH2:12][O:11][CH2:10][CH2:9]3)[N:5]=2)[CH:22]=[CH:21][C:20]=1[O:23][CH3:24]. The yield is 0.890. (4) The reactants are [CH:1]1([O:6][C:7]2[CH:8]=[C:9]([CH:11]=[CH:12][C:13]=2[CH3:14])[NH2:10])[CH2:5][CH2:4][CH2:3][CH2:2]1.Br[CH2:16][CH2:17][NH:18][C:19](=[O:25])[O:20][C:21]([CH3:24])([CH3:23])[CH3:22].CCN(C(C)C)C(C)C. The catalyst is CCOC(C)=O. The product is [CH:1]1([O:6][C:7]2[CH:8]=[C:9]([NH:10][CH2:16][CH2:17][NH:18][C:19](=[O:25])[O:20][C:21]([CH3:24])([CH3:23])[CH3:22])[CH:11]=[CH:12][C:13]=2[CH3:14])[CH2:5][CH2:4][CH2:3][CH2:2]1. The yield is 0.500. (5) The reactants are [NH2:1][C:2]1[CH:7]=[CH:6][CH:5]=[C:4]([NH2:8])[C:3]=1[NH:9][CH2:10][CH2:11][C:12]([O:14][CH2:15]C)=[O:13].Cl.[Cl:18][C:19]1[CH:24]=[C:23]([Cl:25])[CH:22]=[CH:21][C:20]=1[CH:26]([OH:31])[C:27](=N)OC.O. The catalyst is C(O)C. The product is [NH2:8][C:4]1[C:3]2[N:9]([CH2:10][CH2:11][C:12]([O:14][CH3:15])=[O:13])[C:27]([CH:26]([C:20]3[CH:21]=[CH:22][C:23]([Cl:25])=[CH:24][C:19]=3[Cl:18])[OH:31])=[N:1][C:2]=2[CH:7]=[CH:6][CH:5]=1. The yield is 0.900. (6) The reactants are [NH2:1][C:2]1[NH:3][C:4](=O)[C:5]2[CH2:10][CH:9]([CH3:11])[CH2:8][C:6]=2[N:7]=1.P(Cl)(Cl)([Cl:15])=O. No catalyst specified. The product is [Cl:15][C:4]1[C:5]2[CH2:10][CH:9]([CH3:11])[CH2:8][C:6]=2[N:7]=[C:2]([NH2:1])[N:3]=1. The yield is 0.340. (7) The reactants are [CH3:1][CH:2]([C:5]([C:7]1[CH:8]=[N:9][N:10]([CH3:12])[CH:11]=1)=O)[C:3]#[N:4].Cl.[C:14]1([NH:20][NH2:21])[CH:19]=[CH:18][CH:17]=[CH:16][CH:15]=1. No catalyst specified. The product is [CH3:12][N:10]1[CH:11]=[C:7]([C:5]2[C:2]([CH3:1])=[C:3]([NH2:4])[N:20]([C:14]3[CH:19]=[CH:18][CH:17]=[CH:16][CH:15]=3)[N:21]=2)[CH:8]=[N:9]1. The yield is 1.00. (8) The reactants are [N:1]1[CH:6]=[CH:5][CH:4]=[CH:3][C:2]=1[CH2:7][NH:8][CH2:9][C:10]1[CH:15]=[CH:14][C:13](/[CH:16]=[CH:17]/[CH:18]([C:23]2[CH:28]=[C:27]([Cl:29])[C:26]([Cl:30])=[C:25]([Cl:31])[CH:24]=2)[C:19]([F:22])([F:21])[F:20])=[CH:12][C:11]=1[C:32]([F:35])([F:34])[F:33].[CH:36]1([C:39](Cl)=[O:40])[CH2:38][CH2:37]1. The catalyst is C(Cl)Cl. The product is [N:1]1[CH:6]=[CH:5][CH:4]=[CH:3][C:2]=1[CH2:7][N:8]([CH2:9][C:10]1[CH:15]=[CH:14][C:13](/[CH:16]=[CH:17]/[CH:18]([C:23]2[CH:28]=[C:27]([Cl:29])[C:26]([Cl:30])=[C:25]([Cl:31])[CH:24]=2)[C:19]([F:22])([F:21])[F:20])=[CH:12][C:11]=1[C:32]([F:35])([F:34])[F:33])[C:39]([CH:36]1[CH2:38][CH2:37]1)=[O:40]. The yield is 0.500. (9) The reactants are [CH3:1][N:2]([C:7]1[CH:12]=[CH:11][C:10]([N+:13]([O-])=O)=[C:9]([N:16]2[CH2:21][CH2:20][CH2:19][CH2:18][CH2:17]2)[CH:8]=1)[S:3]([CH3:6])(=[O:5])=[O:4]. The catalyst is [Pd]. The product is [NH2:13][C:10]1[CH:11]=[CH:12][C:7]([N:2]([CH3:1])[S:3]([CH3:6])(=[O:5])=[O:4])=[CH:8][C:9]=1[N:16]1[CH2:17][CH2:18][CH2:19][CH2:20][CH2:21]1. The yield is 0.910.